This data is from Catalyst prediction with 721,799 reactions and 888 catalyst types from USPTO. The task is: Predict which catalyst facilitates the given reaction. The catalyst class is: 3. Reactant: Cl[CH:2]1[C:7](=[O:8])[CH2:6][C:5]([CH:20]2[CH2:24][CH2:23][CH2:22][CH2:21]2)([CH2:9][CH2:10][C:11]#[C:12][C:13]2[CH:18]=[CH:17][CH:16]=[C:15]([OH:19])[CH:14]=2)[O:4][C:3]1=[O:25].[SH:26][C:27]1[S:28][CH:29]=[CH:30][N:31]=1.C(N(CC)CC)C. Product: [CH:20]1([C:5]2([CH2:9][CH2:10][C:11]#[C:12][C:13]3[CH:18]=[CH:17][CH:16]=[C:15]([OH:19])[CH:14]=3)[O:4][C:3](=[O:25])[C:2]([S:26][C:27]3[S:28][CH:29]=[CH:30][N:31]=3)=[C:7]([OH:8])[CH2:6]2)[CH2:24][CH2:23][CH2:22][CH2:21]1.